From a dataset of B-cell epitopes from PDB crystal structures with 447 antigens. Token-level Classification. Given an antigen amino acid sequence, predict which amino acid positions are active epitope sites capable of antibody binding. Output is a list of indices for active positions. (1) Given the antigen sequence: SCNGLYYQGSCYILHSDYQMFSDAAANCTAESSTLPNKSDVMITWLIDYVEDTWGSDGNPITKTTQDSDVSQEVRKYFCVKTM, which amino acid positions are active epitope sites? The epitope positions are: [17, 50, 51, 61, 62, 63, 64, 66, 67, 68, 69, 70, 73]. The amino acids at these positions are: YEDTKTTDSDVSV. (2) Given the antigen sequence: MRCVGVGNRDFVEGVSGGAWVDLVLEHGGCVTTMAQGKPTLDFELTKTTAGGLEYTVVVTVHGVTAMITPRSPSVEVKLPDYGELTLDCEPRSGTGHLKCKVRMEKLRIKG, which amino acid positions are active epitope sites? The epitope positions are: [63, 64, 65, 66, 71, 73, 74, 75, 76, 77, 79, 80, 82, 83, 105, 107]. The amino acids at these positions are: VTAMSSVEVKPDGEKR. (3) Given the antigen sequence: GNVDLVFLFDGSMSLQPDEFQKILDFMKDVMKKCSNTSYQFAAVQFSTSYKTEFDFSDYVKWKDPDALLKHVKHMLLLTNTFGAINYVATEVFREELGARPDATKVLIIITDGEATDSGNIDAAKDIIRYIIGIGKHFQTKESQETLHKFASKPASEFVKILDTFEKLKDLCTELQKKIY, which amino acid positions are active epitope sites? The epitope positions are: [11, 12, 13, 14, 15, 16, 72, 73, 74, 75, 76, 77, 78, 111, 113, 114, 115, 135, 136, 140... (22 total positions)]. The amino acids at these positions are: SMSLQPKHMLLLTDEATKHKET. (4) Given the antigen sequence: TATFHRCAKDPWRLPGTYVVVLKEETHLSQSERTARRLQAQAARRGYLTKILHVFHGLLPGFLVKMSGDLLELALKLPHVDYIEEDSSVFAQ, which amino acid positions are active epitope sites? The epitope positions are: [11, 89, 90]. The amino acids at these positions are: WFA. (5) Given the antigen sequence: QQVRQSPQSLTVWEGETAILNCSYEDSTFNYFPWYQQFPGEGPALLISIRSVSDKKEDGRFTIFFNKREKKLSLHITDSQPGDSATYFCAARYQGGRALIFGTGTTVSVSPGSAD, which amino acid positions are active epitope sites? The epitope positions are: [0, 1, 25, 92, 93, 94, 95, 96, 97]. The amino acids at these positions are: QQDYQGGRA. (6) Given the antigen sequence: AVITDWRPEDPAFWQQRGQRIASRNLWISVPCLLLAFCVWMLFSAVAVNLPKVGFNFTTDQLFMLTALPSVSGALLRVPYSFMVPIFGGRRWTAFSTGILIIPCVWLGFAVQDTSTPYSVFIIISLLCGFAGANFASSMANISFFFPKQKQGGALGLNGGLGNMGVSVMQLVAPLVVSYLANASWIWVPFLAIFTIAAWFGMNDLALWIMSLLYLATFGSFIGFSAGFAMLSKTQFPDVQILQYAFFGPFIGALARSAGGALSDRLGGTRVTLVNFILMAIFSGLLFLTLPTDGQGGSFMAFFAVFLALFLTAGLGSGSTFQMISVIFRKLTMDRVKAEGGSDERAMREAATDTAAALGFISAIGAIGGFFIPKAFGSSLALTGSPVGAMKVFLIFYIACVVITWAVYG, which amino acid positions are active epitope sites? The epitope positions are: [2, 3, 4, 6, 9, 11, 12, 14, 15, 16, 19]. The amino acids at these positions are: ITDRDAFQQRR. (7) Given the antigen sequence: LTEYTLQANWFDITGILWLLGQVDGKIINSDVQAFVLLRVALPAAKVAEFSAKLADFSGGSLQLLAI, which amino acid positions are active epitope sites? The epitope positions are: [32, 33, 35, 56, 57, 58]. The amino acids at these positions are: QAVFSG.